Dataset: Forward reaction prediction with 1.9M reactions from USPTO patents (1976-2016). Task: Predict the product of the given reaction. (1) Given the reactants Cl.Cl.Cl.[O:4]1[C:8]2=[C:9]([N:13]3[CH2:18][CH2:17][N:16]([CH2:19][CH2:20][C@H:21]4[CH2:26][CH2:25][C@H:24]([NH2:27])[CH2:23][CH2:22]4)[CH2:15][CH2:14]3)[N:10]=[CH:11][CH:12]=[C:7]2[CH2:6][CH2:5]1.[O:28]1[CH2:32][CH2:31][CH2:30][CH:29]1[C:33](O)=[O:34], predict the reaction product. The product is: [O:4]1[C:8]2=[C:9]([N:13]3[CH2:18][CH2:17][N:16]([CH2:19][CH2:20][C@H:21]4[CH2:26][CH2:25][C@H:24]([NH:27][C:33]([CH:29]5[CH2:30][CH2:31][CH2:32][O:28]5)=[O:34])[CH2:23][CH2:22]4)[CH2:15][CH2:14]3)[N:10]=[CH:11][CH:12]=[C:7]2[CH2:6][CH2:5]1. (2) Given the reactants [CH3:1][C:2]1[CH:12]=[CH:11][CH:10]=[C:4]2[C:5]([O:7][C:8](=[O:9])[C:3]=12)=O.[CH2:13]([NH2:17])[CH:14]([CH3:16])[CH3:15].C1(C)C=CC(S(O)(=O)=O)=CC=1, predict the reaction product. The product is: [CH2:13]([N:17]1[C:8](=[O:9])[C:3]2=[C:2]([CH3:1])[CH:12]=[CH:11][CH:10]=[C:4]2[C:5]1=[O:7])[CH:14]([CH3:16])[CH3:15]. (3) Given the reactants CO[C:3]([C:5]1([N:13]([C:17](=[O:28])[CH2:18][C:19]2[C:24]([CH3:25])=[CH:23][C:22]([CH3:26])=[CH:21][C:20]=2[CH3:27])[N:14]([CH3:16])[CH3:15])[CH2:10][CH2:9][N:8]([O:11][CH3:12])[CH2:7][CH2:6]1)=[O:4].CC(C)([O-])C.[K+].O.Cl, predict the reaction product. The product is: [CH3:15][N:14]([CH3:16])[N:13]1[C:5]2([CH2:6][CH2:7][N:8]([O:11][CH3:12])[CH2:9][CH2:10]2)[C:3](=[O:4])[CH:18]([C:19]2[C:24]([CH3:25])=[CH:23][C:22]([CH3:26])=[CH:21][C:20]=2[CH3:27])[C:17]1=[O:28]. (4) The product is: [CH3:12][C:2]1[CH:3]=[CH:4][C:5]([S:8]([OH:11])(=[O:10])=[O:9])=[CH:6][CH:7]=1.[F:13][C@@H:14]1[CH2:18][CH2:17][NH:16][CH2:15]1. Given the reactants O.[C:2]1([CH3:12])[CH:7]=[CH:6][C:5]([S:8]([OH:11])(=[O:10])=[O:9])=[CH:4][CH:3]=1.[F:13][C@@H:14]1[CH2:18][CH2:17][N:16](C(OC(C)(C)C)=O)[CH2:15]1, predict the reaction product. (5) Given the reactants Cl.CN(C)CCCN=C=NCC.[Cl:13][C:14]1[CH:31]=[C:30]([F:32])[C:29]([N:33]2[C:38](=[O:39])[CH:37]=[C:36]([C:40]([F:43])([F:42])[F:41])[N:35]([CH3:44])[C:34]2=[O:45])=[CH:28][C:15]=1[O:16][C:17]1[C:18]([O:23][CH2:24][C:25]([OH:27])=[O:26])=[N:19][CH:20]=[CH:21][CH:22]=1.[CH3:46][C:47](=[N:49]O)[CH3:48].CN(C)C=O, predict the reaction product. The product is: [Cl:13][C:14]1[CH:31]=[C:30]([F:32])[C:29]([N:33]2[C:38](=[O:39])[CH:37]=[C:36]([C:40]([F:43])([F:42])[F:41])[N:35]([CH3:44])[C:34]2=[O:45])=[CH:28][C:15]=1[O:16][C:17]1[C:18]([O:23][CH2:24][C:25]([O:27][N:49]=[C:47]([CH3:48])[CH3:46])=[O:26])=[N:19][CH:20]=[CH:21][CH:22]=1. (6) The product is: [C:19]([NH:1][C@H:2]([C:11]([OH:13])=[O:12])[CH2:3][C:4]1[CH:5]=[CH:6][C:7]([O:10][C:19]([O:18][C:14]([CH3:17])([CH3:16])[CH3:15])=[O:20])=[CH:8][CH:9]=1)([O:18][C:14]([CH3:17])([CH3:16])[CH3:15])=[O:29]. Given the reactants [NH2:1][C@H:2]([C:11]([OH:13])=[O:12])[CH2:3][C:4]1[CH:9]=[CH:8][C:7]([OH:10])=[CH:6][CH:5]=1.[C:14]([O:18][C:19](O[C:19]([O:18][C:14]([CH3:17])([CH3:16])[CH3:15])=[O:20])=[O:20])([CH3:17])([CH3:16])[CH3:15].[OH-:29].[K+], predict the reaction product. (7) Given the reactants [N:1]1[CH:6]=[CH:5][CH:4]=[N:3][C:2]=1C(O)=O.CC[N:12]([CH:16](C)C)C(C)C.N1C=CC=CC=1[C:25]([NH:27]N)=[O:26].CN(C(ON1N=NC2C=CC=CC1=2)=[N+](C)C)C.[B-](F)(F)(F)F.N1C=CC=CC=1.C(OC(C(F)(F)F)=O)(C(F)(F)F)=O.C1C2C(C3ON=C(N)N=3)CN(C2)C1, predict the reaction product. The product is: [N:3]1[CH:4]=[CH:5][C:6]([C:25]2[O:26][CH:16]=[N:12][N:27]=2)=[N:1][CH:2]=1. (8) Given the reactants [C:1]([CH2:3]P(=O)(OCC)OCC)#[N:2].[Li+].[Br-].[C:14]([O:18][C:19]([N:21]1[CH2:26][CH2:25][C:24](=O)[CH:23]([F:28])[CH2:22]1)=[O:20])([CH3:17])([CH3:16])[CH3:15].O, predict the reaction product. The product is: [C:1]([CH:3]=[C:24]1[CH2:25][CH2:26][N:21]([C:19]([O:18][C:14]([CH3:17])([CH3:16])[CH3:15])=[O:20])[CH2:22][CH:23]1[F:28])#[N:2]. (9) Given the reactants [NH2:1][C:2]1[CH:7]=[CH:6][CH:5]=[CH:4][C:3]=1[C:8]1[NH:9][C:10]2[C:15]([CH:16]=1)=[CH:14][CH:13]=[CH:12][CH:11]=2.[CH2:17]1[O:21][C:20]2[CH:22]=[C:23]([CH2:26][C:27](O)=[O:28])[CH:24]=[CH:25][C:19]=2[O:18]1, predict the reaction product. The product is: [O:18]1[C:19]2[CH:25]=[CH:24][C:23]([CH2:26][C:27]([NH:1][C:2]3[CH:7]=[CH:6][CH:5]=[CH:4][C:3]=3[C:8]3[NH:9][C:10]4[C:15]([CH:16]=3)=[CH:14][CH:13]=[CH:12][CH:11]=4)=[O:28])=[CH:22][C:20]=2[O:21][CH2:17]1. (10) Given the reactants [NH2:1][C:2]1[NH:6][N:5]=[C:4]([CH3:7])[C:3]=1[C:8]1[S:9][C:10]2[CH:16]=[C:15]([S:17](Cl)(=[O:19])=[O:18])[CH:14]=[CH:13][C:11]=2[N:12]=1.[CH2:21]([NH2:29])[CH2:22][C:23]1[CH:28]=[CH:27][CH:26]=[CH:25][CH:24]=1.C[N:31]1CCOCC1, predict the reaction product. The product is: [NH2:31][C:26]1[CH:27]=[CH:28][C:23]([CH2:22][CH2:21][NH:29][S:17]([C:15]2[CH:14]=[CH:13][C:11]3[N:12]=[C:8]([C:3]4[C:4]([CH3:7])=[N:5][NH:6][C:2]=4[NH2:1])[S:9][C:10]=3[CH:16]=2)(=[O:19])=[O:18])=[CH:24][CH:25]=1.